Task: Predict which catalyst facilitates the given reaction.. Dataset: Catalyst prediction with 721,799 reactions and 888 catalyst types from USPTO (1) Reactant: [I:1][C:2]1[CH:17]=[CH:16][C:5]2[NH:6][C:7]([CH2:12][C:13](O)=[O:14])=[N:8][S:9](=[O:11])(=[O:10])[C:4]=2[CH:3]=1.C([O:20][C:21]([C@H:23]1[C@@H:28]([NH:29][CH2:30][C:31]2[CH:36]=[CH:35][C:34]([F:37])=[CH:33][CH:32]=2)[C@H:27]2[CH2:38][C@@H:24]1[CH2:25][CH2:26]2)=O)C.F[P-](F)(F)(F)(F)F.N1(OC(N(C)C)=[N+](C)C)C2N=CC=CC=2N=N1.CN1CCOCC1.C(N(CC)CC)C.Cl. Product: [F:37][C:34]1[CH:33]=[CH:32][C:31]([CH2:30][N:29]2[C:13](=[O:14])[C:12]([C:7]3[NH:6][C:5]4[CH:16]=[CH:17][C:2]([I:1])=[CH:3][C:4]=4[S:9](=[O:11])(=[O:10])[N:8]=3)=[C:21]([OH:20])[C@H:23]3[C@@H:28]2[C@H:27]2[CH2:38][C@@H:24]3[CH2:25][CH2:26]2)=[CH:36][CH:35]=1. The catalyst class is: 9. (2) Reactant: [C:1]([C:3]1[C:4]([CH3:28])=[C:5]2[C:10](=[CH:11][CH:12]=1)[CH:9]([CH2:13][CH2:14][CH2:15][C:16]([O:18][CH2:19][CH3:20])=[O:17])[N:8]([C:21]([O:23][C:24]([CH3:27])([CH3:26])[CH3:25])=[O:22])[CH2:7][CH2:6]2)#[N:2].Cl.[NH2:30][OH:31].C(=O)(O)[O-].[Na+]. Product: [CH2:19]([O:18][C:16](=[O:17])[CH2:15][CH2:14][CH2:13][CH:9]1[C:10]2[C:5](=[C:4]([CH3:28])[C:3]([C:1]([NH:30][OH:31])=[NH:2])=[CH:12][CH:11]=2)[CH2:6][CH2:7][N:8]1[C:21]([O:23][C:24]([CH3:27])([CH3:26])[CH3:25])=[O:22])[CH3:20]. The catalyst class is: 8. (3) Reactant: [C:1]([C:5]1[CH:9]=[C:8]([NH2:10])[N:7]([CH3:11])[N:6]=1)([CH3:4])([CH3:3])[CH3:2].C([O-])([O-])=O.[K+].[K+].Cl[C:19]([O:21][C:22]1[CH:27]=[CH:26][CH:25]=[CH:24][CH:23]=1)=[O:20]. Product: [C:1]([C:5]1[CH:9]=[C:8]([NH:10][C:19](=[O:20])[O:21][C:22]2[CH:27]=[CH:26][CH:25]=[CH:24][CH:23]=2)[N:7]([CH3:11])[N:6]=1)([CH3:4])([CH3:2])[CH3:3]. The catalyst class is: 1. (4) Reactant: [OH:1][CH2:2][C:3]1[CH:8]=[C:7]([O:9][CH2:10][CH2:11][NH:12][CH2:13][CH2:14][C:15]([O:17][CH3:18])=[O:16])[CH:6]=[C:5]([CH2:19][OH:20])[N:4]=1.I[CH2:22][CH2:23][O:24][CH2:25][CH2:26][O:27][CH2:28][CH2:29][O:30][CH3:31].C(N(C(C)C)CC)(C)C. Product: [OH:20][CH2:19][C:5]1[CH:6]=[C:7]([O:9][CH2:10][CH2:11][N:12]([CH2:22][CH2:23][O:24][CH2:25][CH2:26][O:27][CH2:28][CH2:29][O:30][CH3:31])[CH2:13][CH2:14][C:15]([O:17][CH3:18])=[O:16])[CH:8]=[C:3]([CH2:2][OH:1])[N:4]=1. The catalyst class is: 10. (5) Reactant: [CH:1]1([S:7]([N:10]2[C:18]3[C:13](=[CH:14][C:15]([N+:19]([O-])=O)=[CH:16][CH:17]=3)[C:12]([C:22]3[CH2:23][CH2:24][N:25]([CH3:28])[CH2:26][CH:27]=3)=[CH:11]2)(=[O:9])=[O:8])[CH2:6][CH2:5][CH2:4][CH2:3][CH2:2]1. The catalyst class is: 29. Product: [NH2:19][C:15]1[CH:14]=[C:13]2[C:18](=[CH:17][CH:16]=1)[N:10]([S:7]([CH:1]1[CH2:2][CH2:3][CH2:4][CH2:5][CH2:6]1)(=[O:9])=[O:8])[CH:11]=[C:12]2[C:22]1[CH2:23][CH2:24][N:25]([CH3:28])[CH2:26][CH:27]=1. (6) Reactant: [CH2:1]([O:8][C:9]([C:11]1[C:19]2[C:18]3[CH2:20][CH2:21][CH:22]([CH2:24]Br)[O:23][C:17]=3[CH:16]=[CH:15][C:14]=2[NH:13][C:12]=1[CH3:26])=[O:10])[C:2]1[CH:7]=[CH:6][CH:5]=[CH:4][CH:3]=1.[I-].[K+].[NH:29]1[CH2:33][CH2:32][CH2:31][CH2:30]1.C(OCC)(=O)C.CO.C(N(CC)CC)C. Product: [CH2:1]([O:8][C:9]([C:11]1[C:19]2[C:18]3[CH2:20][CH2:21][CH:22]([CH2:24][N:29]4[CH2:33][CH2:32][CH2:31][CH2:30]4)[O:23][C:17]=3[CH:16]=[CH:15][C:14]=2[NH:13][C:12]=1[CH3:26])=[O:10])[C:2]1[CH:7]=[CH:6][CH:5]=[CH:4][CH:3]=1. The catalyst class is: 10. (7) Reactant: [CH2:1]([O:8][C:9](=[O:17])[NH:10][C@H:11]([CH3:16])[CH2:12][CH2:13][CH:14]=[CH2:15])[C:2]1[CH:7]=[CH:6][CH:5]=[CH:4][CH:3]=1.[H-].[Na+].[CH2:20](Br)[CH:21]=[CH2:22].Cl. Product: [CH2:1]([O:8][C:9](=[O:17])[N:10]([CH2:22][CH:21]=[CH2:20])[C@H:11]([CH3:16])[CH2:12][CH2:13][CH:14]=[CH2:15])[C:2]1[CH:7]=[CH:6][CH:5]=[CH:4][CH:3]=1. The catalyst class is: 18. (8) Reactant: C1(N2[C:12](=[O:13])[C:11]3[S:14][CH:15]=[C:16]([C:17]4[CH:22]=[CH:21][CH:20]=[CH:19][CH:18]=4)[C:10]=3[N:9]=[CH:8]2)C=CC=CC=1.NC1C(C2C=CC=CC=2)=CSC=1C(OC)=O.C(OCC)(OCC)OCC.[CH3:49][O:50][C:51]1[CH:52]=[C:53]([CH:55]=[CH:56][C:57]=1[O:58][CH3:59])[NH2:54]. Product: [CH3:49][O:50][C:51]1[CH:52]=[C:53]([N:54]2[C:12](=[O:13])[C:11]3[S:14][CH:15]=[C:16]([C:17]4[CH:22]=[CH:21][CH:20]=[CH:19][CH:18]=4)[C:10]=3[N:9]=[CH:8]2)[CH:55]=[CH:56][C:57]=1[O:58][CH3:59]. The catalyst class is: 15.